Dataset: Forward reaction prediction with 1.9M reactions from USPTO patents (1976-2016). Task: Predict the product of the given reaction. (1) Given the reactants [CH2:1]([O:8][C@:9]1([CH3:24])[C@H:12]([CH2:13][OH:14])[N:11]([C:15]2[CH:20]=[CH:19][C:18]([O:21][CH3:22])=[CH:17][CH:16]=2)[C:10]1=[O:23])[C:2]1[CH:7]=[CH:6][CH:5]=[CH:4][CH:3]=1.[F:25][C:26]([F:39])([F:38])[S:27](O[S:27]([C:26]([F:39])([F:38])[F:25])(=[O:29])=[O:28])(=[O:29])=[O:28].C(N(CC)CC)C.O, predict the reaction product. The product is: [CH2:1]([O:8][C@:9]1([CH3:24])[C@H:12]([CH2:13][O:14][S:27]([C:26]([F:39])([F:38])[F:25])(=[O:29])=[O:28])[N:11]([C:15]2[CH:16]=[CH:17][C:18]([O:21][CH3:22])=[CH:19][CH:20]=2)[C:10]1=[O:23])[C:2]1[CH:7]=[CH:6][CH:5]=[CH:4][CH:3]=1. (2) Given the reactants [CH3:1][O:2][C:3]1[N:8]=[C:7]2[NH:9][C:10](=[O:13])[CH:11]=[CH:12][C:6]2=[N:5][CH:4]=1.[Br-].[Li+].[H-].[Na+].Br[CH2:19][CH2:20][CH:21]1[O:25][CH2:24][CH2:23][O:22]1, predict the reaction product. The product is: [O:22]1[CH2:23][CH2:24][O:25][CH:21]1[CH2:20][CH2:19][N:9]1[C:7]2=[N:8][C:3]([O:2][CH3:1])=[CH:4][N:5]=[C:6]2[CH:12]=[CH:11][C:10]1=[O:13].